Dataset: Catalyst prediction with 721,799 reactions and 888 catalyst types from USPTO. Task: Predict which catalyst facilitates the given reaction. (1) Reactant: [C:1]([CH2:3][C:4]([OH:6])=O)#N.[C:7]1([C:13]2[CH:22]=C(C(O)=O)[C:20]3[C:15](=C[CH:17]=[CH:18][CH:19]=3)[N:14]=2)[CH:12]=[CH:11][CH:10]=[CH:9][CH:8]=1.CN(C(ON1N=NC2C=CC=CC1=2)=[N+](C)C)C.F[P-](F)(F)(F)(F)F.CCN(C(C)C)C(C)C.C(CC(NC1C=CC2C=CS(=O)(=O)C=2C=1)=O)#N.[CH3:76][C@H:77]([NH2:84])[C:78]1[CH:83]=[CH:82][CH:81]=[CH:80][CH:79]=1.ClC1C=CC(O)=C(C=1)C(O)=O. Product: [C:78]1([C@@H:77]([NH:84][C:4]([C:3]2[C:1]3[C:15](=[CH:20][CH:19]=[CH:18][CH:17]=3)[N:14]=[C:13]([C:7]3[CH:8]=[CH:9][CH:10]=[CH:11][CH:12]=3)[CH:22]=2)=[O:6])[CH3:76])[CH:83]=[CH:82][CH:81]=[CH:80][CH:79]=1. The catalyst class is: 2. (2) Reactant: [CH3:1][Si:2]([CH3:29])([CH3:28])[CH2:3][CH2:4][O:5][C:6](=[O:27])[CH:7]([NH:22][C:23]([O:25][CH3:26])=[O:24])[CH2:8][C:9]1[C:18]2[C:13](=[CH:14][CH:15]=[CH:16][CH:17]=2)[C:12]([N+:19]([O-])=O)=[CH:11][CH:10]=1. Product: [CH3:29][Si:2]([CH3:1])([CH3:28])[CH2:3][CH2:4][O:5][C:6](=[O:27])[CH:7]([NH:22][C:23]([O:25][CH3:26])=[O:24])[CH2:8][C:9]1[C:18]2[C:13](=[CH:14][CH:15]=[CH:16][CH:17]=2)[C:12]([NH2:19])=[CH:11][CH:10]=1. The catalyst class is: 19. (3) Reactant: C([O:3][CH:4](OCC)[C:5]1[O:9][CH:8]=[C:7]([C:10]2[CH:22]=[CH:21][C:13]3[NH:14][C:15](=[O:20])[O:16][C:17]([CH3:19])([CH3:18])[C:12]=3[CH:11]=2)[CH:6]=1)C.Cl. Product: [CH3:18][C:17]1([CH3:19])[O:16][C:15](=[O:20])[NH:14][C:13]2[CH:21]=[CH:22][C:10]([C:7]3[CH:6]=[C:5]([CH:4]=[O:3])[O:9][CH:8]=3)=[CH:11][C:12]1=2. The catalyst class is: 1. (4) Reactant: Cl.[CH2:2]([O:5][C:6](=[O:18])[CH2:7][CH:8]([NH2:17])[C:9]1[CH:14]=[CH:13][C:12]([F:15])=[C:11]([F:16])[CH:10]=1)[CH2:3][CH3:4].[OH-].[Na+].CC(OC)(C)C. Product: [NH2:17][C@@H:8]([C:9]1[CH:14]=[CH:13][C:12]([F:15])=[C:11]([F:16])[CH:10]=1)[CH2:7][C:6]([O:5][CH2:2][CH2:3][CH3:4])=[O:18]. The catalyst class is: 6. (5) Reactant: [F:1][C:2]([F:15])([F:14])[C:3]1[CH:4]=[C:5]([CH:9]=[CH:10][C:11]([NH2:13])=[O:12])[CH:6]=[CH:7][CH:8]=1.[Cl:16][CH2:17][C:18]([CH2:20]Cl)=O. Product: [Cl:16][CH2:17][C:18]1[N:13]=[C:11]([CH:10]=[CH:9][C:5]2[CH:6]=[CH:7][CH:8]=[C:3]([C:2]([F:14])([F:15])[F:1])[CH:4]=2)[O:12][CH:20]=1. The catalyst class is: 11. (6) Reactant: [CH3:1][Sn:2](Cl)([CH3:4])[CH3:3].[CH3:6][O:7][C:8]1[CH:13]=[CH:12][C:11]([Mg]Br)=[CH:10][CH:9]=1. Product: [CH3:6][O:7][C:8]1[CH:13]=[CH:12][C:11]([Sn:2]([CH3:4])([CH3:3])[CH3:1])=[CH:10][CH:9]=1. The catalyst class is: 1. (7) Reactant: [H-].[Na+].[I-].[CH3:4][S+](C)(C)=O.[CH3:9][C:10]1[N:25]=[C:13]2[CH:14]=[CH:15][CH:16]=[C:17](/[CH:18]=[CH:19]/[C:20]([O:22][CH2:23][CH3:24])=[O:21])[N:12]2[N:11]=1.O. Product: [CH3:9][C:10]1[N:25]=[C:13]2[CH:14]=[CH:15][CH:16]=[C:17]([CH:18]3[CH2:4][CH:19]3[C:20]([O:22][CH2:23][CH3:24])=[O:21])[N:12]2[N:11]=1. The catalyst class is: 16. (8) Reactant: [C:1]([C:3]1[CH:8]=[C:7]([O:9][CH2:10][CH:11]2[CH2:16][CH2:15][N:14]([CH2:17][C:18]([F:21])([CH3:20])[CH3:19])[CH2:13][CH2:12]2)[CH:6]=[CH:5][C:4]=1[C:22]1[CH:27]=[CH:26][C:25](C(O)=O)=[C:24]([F:31])C=1)#[N:2].[NH:32]1[CH2:39][CH2:38][CH2:37][C@H:33]1[C:34]([NH2:36])=[O:35].C1C=CC2N([OH:49])N=NC=2C=1.[CH2:50](Cl)[CH2:51]Cl.CCN(C(C)C)C(C)C. The catalyst class is: 2. Product: [C:1]([C:3]1[CH:8]=[C:7]([O:9][CH2:10][CH:11]2[CH2:16][CH2:15][N:14]([CH2:17][C:18]([F:21])([CH3:20])[CH3:19])[CH2:13][CH2:12]2)[CH:6]=[CH:5][C:4]=1[C:22]1[C:50]([C:51]([N:32]2[CH2:39][CH2:38][CH2:37][C@H:33]2[C:34]([NH2:36])=[O:35])=[O:49])=[C:24]([F:31])[CH:25]=[CH:26][CH:27]=1)#[N:2]. (9) Reactant: [C:1]([O:5][C:6]([N:8]1[CH:13]([CH3:14])[CH2:12][N:11]([C:15]2[CH:20]=[CH:19][CH:18]=[CH:17][C:16]=2[N+:21]([O-])=O)[CH2:10][CH:9]1[CH3:24])=[O:7])([CH3:4])([CH3:3])[CH3:2]. Product: [C:1]([O:5][C:6]([N:8]1[CH:13]([CH3:14])[CH2:12][N:11]([C:15]2[CH:20]=[CH:19][CH:18]=[CH:17][C:16]=2[NH2:21])[CH2:10][CH:9]1[CH3:24])=[O:7])([CH3:2])([CH3:3])[CH3:4]. The catalyst class is: 63. (10) Reactant: [NH2:1][C:2]1[N:3]=[C:4]([Cl:11])[C:5]2[CH:10]=[CH:9][NH:8][C:6]=2[N:7]=1.CCN(CC)CC.[Si:19](OS(C(F)(F)F)(=O)=O)([C:22]([CH3:25])([CH3:24])[CH3:23])([CH3:21])[CH3:20]. Product: [Si:19]([NH:1][C:2]1[N:3]=[C:4]([Cl:11])[C:5]2[CH:10]=[CH:9][NH:8][C:6]=2[N:7]=1)([C:22]([CH3:25])([CH3:24])[CH3:23])([CH3:21])[CH3:20]. The catalyst class is: 4.